This data is from Full USPTO retrosynthesis dataset with 1.9M reactions from patents (1976-2016). The task is: Predict the reactants needed to synthesize the given product. (1) The reactants are: Br[C:2]1[C:3]2[CH:4]=[CH:5][C:6]3[N:7]([CH:15]=[C:16]([C:18]4[O:19][CH:20]=[N:21][N:22]=4)[N:17]=3)[C:8]=2[N:9]=[C:10]([CH:12]([CH3:14])[CH3:13])[CH:11]=1.[O-]P([O-])([O-])=O.[K+].[K+].[K+].[C:31]1(B(O)O)[CH:36]=[CH:35][CH:34]=[CH:33][CH:32]=1. Given the product [C:31]1([C:2]2[C:3]3[CH:4]=[CH:5][C:6]4[N:7]([CH:15]=[C:16]([C:18]5[O:19][CH:20]=[N:21][N:22]=5)[N:17]=4)[C:8]=3[N:9]=[C:10]([CH:12]([CH3:14])[CH3:13])[CH:11]=2)[CH:36]=[CH:35][CH:34]=[CH:33][CH:32]=1, predict the reactants needed to synthesize it. (2) Given the product [F:17][C:13]1[CH:12]=[C:11]2[C:16]([C:8]([C:5]3[CH:6]=[CH:7][C:2]4[N:1]=[C:30]([SH:31])[O:27][C:3]=4[CH:4]=3)=[CH:9][N:10]2[S:18]([C:21]2[CH:26]=[CH:25][CH:24]=[CH:23][CH:22]=2)(=[O:20])=[O:19])=[CH:15][CH:14]=1, predict the reactants needed to synthesize it. The reactants are: [NH2:1][C:2]1[CH:7]=[CH:6][C:5]([C:8]2[C:16]3[C:11](=[CH:12][C:13]([F:17])=[CH:14][CH:15]=3)[N:10]([S:18]([C:21]3[CH:26]=[CH:25][CH:24]=[CH:23][CH:22]=3)(=[O:20])=[O:19])[CH:9]=2)=[CH:4][C:3]=1[OH:27].[OH-].[K+].[C:30](=S)=[S:31]. (3) The reactants are: [NH2:1][C@@H:2]1[CH2:7][CH2:6][C@H:5]([NH:8][C:9](=[O:18])[C:10]2[CH:15]=[CH:14][C:13]([F:16])=[C:12]([F:17])[CH:11]=2)[CH2:4][CH2:3]1.Cl[C:20]1[N:25]=[C:24]([CH3:26])[N:23]=[C:22]([N:27]([CH3:29])[CH3:28])[CH:21]=1.C([O-])(O)=O.[Na+]. Given the product [CH3:28][N:27]([CH3:29])[C:22]1[N:23]=[C:24]([CH3:26])[N:25]=[C:20]([NH:1][C@@H:2]2[CH2:3][CH2:4][C@H:5]([NH:8][C:9](=[O:18])[C:10]3[CH:15]=[CH:14][C:13]([F:16])=[C:12]([F:17])[CH:11]=3)[CH2:6][CH2:7]2)[CH:21]=1, predict the reactants needed to synthesize it. (4) Given the product [ClH:23].[F:19][C:3]1[C:2]([NH:1][C:24]([O:26][C:27]2[CH:32]=[CH:31][CH:30]=[CH:29][CH:28]=2)=[O:25])=[CH:18][CH:17]=[CH:16][C:4]=1[CH2:5][N:6]1[CH2:11][CH2:10][N:9]([C:12]([O:14][CH3:15])=[O:13])[CH2:8][CH2:7]1, predict the reactants needed to synthesize it. The reactants are: [NH2:1][C:2]1[C:3]([F:19])=[C:4]([CH:16]=[CH:17][CH:18]=1)[CH2:5][N:6]1[CH2:11][CH2:10][N:9]([C:12]([O:14][CH3:15])=[O:13])[CH2:8][CH2:7]1.C(#N)C.[Cl:23][C:24]([O:26][C:27]1[CH:32]=[CH:31][CH:30]=[CH:29][CH:28]=1)=[O:25]. (5) Given the product [ClH:46].[ClH:46].[ClH:46].[C:1]12([CH2:11][C:12]([NH:14][C:15]3[CH:24]=[CH:23][C:22]([NH:25][CH2:33][CH2:34][NH:35][CH2:36][CH2:37][OH:38])=[C:21]4[C:16]=3[CH:17]=[CH:18][CH:19]=[N:20]4)=[O:13])[CH2:10][CH:5]3[CH2:4][CH:3]([CH2:9][CH:7]([CH2:6]3)[CH2:8]1)[CH2:2]2, predict the reactants needed to synthesize it. The reactants are: [C:1]12([CH2:11][C:12]([NH:14][C:15]3[CH:24]=[CH:23][C:22]([N:25]([CH2:33][CH2:34][N:35](C(OC(C)(C)C)=O)[CH2:36][CH2:37][OH:38])C(=O)OC(C)(C)C)=[C:21]4[C:16]=3[CH:17]=[CH:18][CH:19]=[N:20]4)=[O:13])[CH2:10][CH:5]3[CH2:6][CH:7]([CH2:9][CH:3]([CH2:4]3)[CH2:2]1)[CH2:8]2.[ClH:46]. (6) Given the product [OH:1][C:2]1[CH:16]=[CH:15][C:5]([C:6](=[N:28][NH:27][C:23]2[CH:24]=[CH:25][CH:26]=[C:21]([N+:18]([O-:20])=[O:19])[CH:22]=2)[C:8]2[CH:13]=[CH:12][C:11]([OH:14])=[CH:10][CH:9]=2)=[CH:4][CH:3]=1, predict the reactants needed to synthesize it. The reactants are: [OH:1][C:2]1[CH:16]=[CH:15][C:5]([C:6]([C:8]2[CH:13]=[CH:12][C:11]([OH:14])=[CH:10][CH:9]=2)=O)=[CH:4][CH:3]=1.Cl.[N+:18]([C:21]1[CH:22]=[C:23]([NH:27][NH2:28])[CH:24]=[CH:25][CH:26]=1)([O-:20])=[O:19].S(=O)(=O)(O)O.